From a dataset of Forward reaction prediction with 1.9M reactions from USPTO patents (1976-2016). Predict the product of the given reaction. (1) The product is: [F:23][C:17]1[CH:18]=[CH:19][CH:20]=[C:21]([F:22])[C:16]=1[C:15]([NH:14][C:11]1[CH:12]=[CH:13][N:9]([CH2:8][C:5]2[CH:6]=[CH:7][C:2]([CH:29]([CH3:31])[CH3:30])=[CH:3][C:4]=2[C:25]([F:28])([F:27])[F:26])[N:10]=1)=[O:24]. Given the reactants Cl[C:2]1[CH:7]=[CH:6][C:5]([CH2:8][N:9]2[CH:13]=[CH:12][C:11]([NH:14][C:15](=[O:24])[C:16]3[C:21]([F:22])=[CH:20][CH:19]=[CH:18][C:17]=3[F:23])=[N:10]2)=[C:4]([C:25]([F:28])([F:27])[F:26])[CH:3]=1.[CH:29]([Mg]Br)([CH3:31])[CH3:30], predict the reaction product. (2) Given the reactants [I:1][C:2]1[C:7]([C:8]([OH:10])=O)=[C:6]([O:11][CH3:12])[N:5]=[CH:4][CH:3]=1.Cl.[F:14][C:15]1[CH:20]=[CH:19][CH:18]=[C:17]([F:21])[C:16]=1[NH:22][NH2:23].CCN=C=NCCCN(C)C.Cl.C1C=CC2N(O)N=NC=2C=1, predict the reaction product. The product is: [F:14][C:15]1[CH:20]=[CH:19][CH:18]=[C:17]([F:21])[C:16]=1[NH:22][NH:23][C:8](=[O:10])[C:7]1[C:2]([I:1])=[CH:3][CH:4]=[N:5][C:6]=1[O:11][CH3:12]. (3) Given the reactants [CH3:1][O:2][C:3]1[CH:8]=[CH:7][C:6]([C:9]2[CH:17]=[C:16]3[C:12]([CH2:13][C:14](=[O:18])[NH:15]3)=[CH:11][CH:10]=2)=[CH:5][CH:4]=1.[O:19]=[C:20]1[C:25]2=[CH:26][NH:27][C:28]([CH:29]=O)=[C:24]2[CH2:23][CH2:22][O:21]1, predict the reaction product. The product is: [CH3:1][O:2][C:3]1[CH:4]=[CH:5][C:6]([C:9]2[CH:17]=[C:16]3[C:12]([C:13](=[CH:29][C:28]4[NH:27][CH:26]=[C:25]5[C:20](=[O:19])[O:21][CH2:22][CH2:23][C:24]=45)[C:14](=[O:18])[NH:15]3)=[CH:11][CH:10]=2)=[CH:7][CH:8]=1.